Dataset: Forward reaction prediction with 1.9M reactions from USPTO patents (1976-2016). Task: Predict the product of the given reaction. (1) Given the reactants C[O:2][C:3]([C@H:5]1[CH2:10][N:9]([C:11](=[O:36])[C@@H:12]([NH:17][C:18](=[O:35])[C@H:19]([CH:29]2[CH2:34][CH2:33][CH2:32][CH2:31][CH2:30]2)[NH:20][C:21]([C:23]2[CH:28]=[N:27][CH:26]=[CH:25][N:24]=2)=[O:22])[C:13]([CH3:16])([CH3:15])[CH3:14])[CH2:8][CH2:7][N:6]1[CH2:37][C:38]1[CH:43]=[CH:42][C:41]([Cl:44])=[CH:40][CH:39]=1)=[O:4].Cl, predict the reaction product. The product is: [Cl:44][C:41]1[CH:42]=[CH:43][C:38]([CH2:37][N:6]2[CH2:7][CH2:8][N:9]([C:11](=[O:36])[C@@H:12]([NH:17][C:18](=[O:35])[C@H:19]([CH:29]3[CH2:34][CH2:33][CH2:32][CH2:31][CH2:30]3)[NH:20][C:21]([C:23]3[CH:28]=[N:27][CH:26]=[CH:25][N:24]=3)=[O:22])[C:13]([CH3:15])([CH3:14])[CH3:16])[CH2:10][C@@H:5]2[C:3]([OH:4])=[O:2])=[CH:39][CH:40]=1. (2) Given the reactants [Br:1][C:2]1[CH:3]=[C:4]([C:8]2[N:12]([CH2:13][CH2:14][O:15][CH2:16][Si:17]([CH3:20])([CH3:19])[CH3:18])[N:11]=[CH:10][C:9]=2[N+:21]([O-])=O)[CH:5]=[CH:6][CH:7]=1.O.[Cl-].[NH4+], predict the reaction product. The product is: [Br:1][C:2]1[CH:3]=[C:4]([C:8]2[N:12]([CH2:13][CH2:14][O:15][CH2:16][Si:17]([CH3:19])([CH3:18])[CH3:20])[N:11]=[CH:10][C:9]=2[NH2:21])[CH:5]=[CH:6][CH:7]=1. (3) Given the reactants Cl.Cl.[Cl:3][C:4]1[CH:5]=[C:6]([CH:14]=[CH:15][CH:16]=1)[CH2:7][N:8]1[CH2:13][CH2:12][NH:11][CH2:10][CH2:9]1.Br[CH:18]([CH3:34])[C:19]([C:21]1[CH:30]=[CH:29][C:28]2[C:23](=[CH:24][CH:25]=[C:26]([O:32][CH3:33])[C:27]=2[Cl:31])[CH:22]=1)=[O:20].C([O-])([O-])=O.[K+].[K+], predict the reaction product. The product is: [ClH:3].[ClH:31].[Cl:3][C:4]1[CH:5]=[C:6]([CH:14]=[CH:15][CH:16]=1)[CH2:7][N:8]1[CH2:9][CH2:10][N:11]([CH:18]([C:19]([C:21]2[CH:30]=[CH:29][C:28]3[C:23](=[CH:24][CH:25]=[C:26]([O:32][CH3:33])[C:27]=3[Cl:31])[CH:22]=2)=[O:20])[CH3:34])[CH2:12][CH2:13]1. (4) Given the reactants [CH2:1]1[C:9]2[C:4](=[CH:5][C:6]([NH:10][C:11]3[NH:12][CH2:13][CH2:14][N:15]=3)=[CH:7][CH:8]=2)[CH2:3][CH2:2]1.[Br:16]Br, predict the reaction product. The product is: [BrH:16].[Br:16][C:7]1[CH:8]=[C:9]2[C:4]([CH2:3][CH2:2][CH2:1]2)=[CH:5][C:6]=1[NH:10][C:11]1[NH:15][CH2:14][CH2:13][N:12]=1. (5) Given the reactants [CH2:1]([O:3][C:4](=[O:15])/[C:5](/[C:13]#[N:14])=[CH:6]/[C:7]1[CH:12]=[CH:11][CH:10]=[CH:9][CH:8]=1)[CH3:2].[N+]([CH:19]([CH3:21])[CH3:20])([O-])=O.C(=O)([O-])[O-].[K+].[K+].[Na+].[Cl-], predict the reaction product. The product is: [CH2:1]([O:3][C:4]([C:5]1([C:13]#[N:14])[CH:6]([C:7]2[CH:12]=[CH:11][CH:10]=[CH:9][CH:8]=2)[C:19]1([CH3:21])[CH3:20])=[O:15])[CH3:2]. (6) Given the reactants [CH2:1]([CH:3]1[C:16]2[C:11](=[CH:12][CH:13]=[C:14]([F:17])[CH:15]=2)[C:10]2[CH:9]=[CH:8][CH:7]=[CH:6][C:5]=2[N:4]1[S:18]([C:21]1[CH:26]=[CH:25][C:24]([O:27]C)=[C:23]([Cl:29])[CH:22]=1)(=[O:20])=[O:19])[CH3:2].B(Cl)(Cl)Cl.ClCCl, predict the reaction product. The product is: [Cl:29][C:23]1[CH:22]=[C:21]([S:18]([N:4]2[CH:3]([CH2:1][CH3:2])[C:16]3[C:11](=[CH:12][CH:13]=[C:14]([F:17])[CH:15]=3)[C:10]3[CH:9]=[CH:8][CH:7]=[CH:6][C:5]2=3)(=[O:19])=[O:20])[CH:26]=[CH:25][C:24]=1[OH:27]. (7) Given the reactants [Cl:1][C:2]1[CH:7]=[CH:6][C:5]([CH:8]([OH:21])[C:9]#[C:10][CH2:11][CH2:12][CH2:13][O:14][CH:15]2[CH2:20][CH2:19][CH2:18][CH2:17][O:16]2)=[CH:4][CH:3]=1, predict the reaction product. The product is: [Cl:1][C:2]1[CH:3]=[CH:4][C:5]([C:8](=[O:21])[C:9]#[C:10][CH2:11][CH2:12][CH2:13][O:14][CH:15]2[CH2:20][CH2:19][CH2:18][CH2:17][O:16]2)=[CH:6][CH:7]=1.